From a dataset of Full USPTO retrosynthesis dataset with 1.9M reactions from patents (1976-2016). Predict the reactants needed to synthesize the given product. (1) The reactants are: B(Br)(Br)Br.[CH2:5]([C:7]1([S:22]([C:25]2[CH:30]=[CH:29][CH:28]=[C:27]([C:31]([F:34])([F:33])[F:32])[CH:26]=2)(=[O:24])=[O:23])[CH2:12][CH2:11][O:10][CH:9]([CH2:13][O:14]CC2C=CC=CC=2)[CH2:8]1)[CH3:6]. Given the product [CH2:5]([C:7]1([S:22]([C:25]2[CH:30]=[CH:29][CH:28]=[C:27]([C:31]([F:33])([F:34])[F:32])[CH:26]=2)(=[O:23])=[O:24])[CH2:12][CH2:11][O:10][CH:9]([CH2:13][OH:14])[CH2:8]1)[CH3:6], predict the reactants needed to synthesize it. (2) Given the product [CH2:26]([CH:30]1[CH2:35][CH2:34][N:33]([CH2:2][CH2:3][CH2:4][N:5]2[C:10]3[CH:11]=[C:12]([O:15][CH3:16])[CH:13]=[CH:14][C:9]=3[O:8][CH2:7][C:6]2=[O:17])[CH2:32][CH2:31]1)[CH2:27][CH2:28][CH3:29], predict the reactants needed to synthesize it. The reactants are: Cl[CH2:2][CH2:3][CH2:4][N:5]1[C:10]2[CH:11]=[C:12]([O:15][CH3:16])[CH:13]=[CH:14][C:9]=2[O:8][CH2:7][C:6]1=[O:17].C([O-])([O-])=O.[K+].[K+].[Na+].[I-].[CH2:26]([CH:30]1[CH2:35][CH2:34][NH:33][CH2:32][CH2:31]1)[CH2:27][CH2:28][CH3:29].